Dataset: Forward reaction prediction with 1.9M reactions from USPTO patents (1976-2016). Task: Predict the product of the given reaction. (1) Given the reactants [C:1]1([CH:7]2[O:11][CH:10]([CH2:12][CH2:13][OH:14])[C:9](=[C:15]=[C:16]=C=C)[CH2:8]2)[CH:6]=[CH:5][CH:4]=[CH:3][CH:2]=1.O.[C:20]([O:23][CH2:24]C)(=[O:22])C, predict the reaction product. The product is: [C:1]1([CH:7]2[O:11][CH:10]3[CH2:12][CH2:13][O:14][C:9]3([C:15](=[CH2:16])[C:20]([O:23][CH3:24])=[O:22])[CH2:8]2)[CH:2]=[CH:3][CH:4]=[CH:5][CH:6]=1. (2) Given the reactants [Cl:1][C:2]1[N:7]=[CH:6][C:5]([OH:8])=[CH:4][C:3]=1[F:9].CN(C)C=O.C(=O)([O-])[O-].[K+].[K+].[CH2:21](Br)[C:22]1[CH:27]=[CH:26][CH:25]=[CH:24][CH:23]=1, predict the reaction product. The product is: [Cl:1][C:2]1[C:3]([F:9])=[CH:4][C:5]([O:8][CH2:21][C:22]2[CH:27]=[CH:26][CH:25]=[CH:24][CH:23]=2)=[CH:6][N:7]=1. (3) Given the reactants [Cl:1][C:2]1[CH:7]=[CH:6][C:5]([CH2:8][CH2:9][NH:10][C:11]([C:13]2[CH:17]=[C:16]([NH2:18])[NH:15][N:14]=2)=[O:12])=[CH:4][CH:3]=1.[CH2:19]([O:21][C:22](=[O:33])[C:23](=[CH:29]OCC)[C:24](OCC)=[O:25])[CH3:20], predict the reaction product. The product is: [CH2:19]([O:21][C:22]([C:23]1[C:24](=[O:25])[N:15]2[N:14]=[C:13]([C:11](=[O:12])[NH:10][CH2:9][CH2:8][C:5]3[CH:6]=[CH:7][C:2]([Cl:1])=[CH:3][CH:4]=3)[CH:17]=[C:16]2[NH:18][CH:29]=1)=[O:33])[CH3:20].